The task is: Predict hERG channel inhibition at various concentrations.. This data is from hERG Central: cardiac toxicity at 1µM, 10µM, and general inhibition. (1) The molecule is CC(=O)N1CCN(C(=O)COc2ccccc2C(=O)Nc2ccccc2)CC1. Results: hERG_inhib (hERG inhibition (general)): blocker. (2) The molecule is CCn1c(SCC(=O)NC2CC2)nnc1-c1cccc(OC)c1. Results: hERG_inhib (hERG inhibition (general)): blocker.